Dataset: Forward reaction prediction with 1.9M reactions from USPTO patents (1976-2016). Task: Predict the product of the given reaction. (1) The product is: [C:1]([O:5][C:6](=[O:36])[N:7]([C:16]1[S:17][C@:18]2([C:33]3[N:37]=[N:38][NH:39][C:34]=3[CH3:35])[C@H:20]([C@:21]([C:25]3[CH:30]=[C:29]([Br:31])[CH:28]=[CH:27][C:26]=3[F:32])([CH2:23][F:24])[N:22]=1)[CH2:19]2)[CH2:8][O:9][CH2:10][CH2:11][Si:12]([CH3:14])([CH3:13])[CH3:15])([CH3:4])([CH3:3])[CH3:2]. Given the reactants [C:1]([O:5][C:6](=[O:36])[N:7]([C:16]1[S:17][C@:18]2([C:33]#[C:34][CH3:35])[C@H:20]([C@:21]([C:25]3[CH:30]=[C:29]([Br:31])[CH:28]=[CH:27][C:26]=3[F:32])([CH2:23][F:24])[N:22]=1)[CH2:19]2)[CH2:8][O:9][CH2:10][CH2:11][Si:12]([CH3:15])([CH3:14])[CH3:13])([CH3:4])([CH3:3])[CH3:2].[N-:37]=[N+:38]=[N-:39].[Na+].O=C1O[C@H]([C@H](CO)O)C([O-])=C1O.[Na+].N#N.CN[C@@H]1CCCC[C@H]1NC, predict the reaction product. (2) Given the reactants Br[C:2]1[CH:7]=[C:6]([F:8])[CH:5]=[CH:4][C:3]=1[S:9]([N:12]([C:17]1[C:26]([C:27]([O:29][CH3:30])=[O:28])=[C:25]2[C:20]([CH:21]3[CH2:31][CH:22]3[CH2:23][O:24]2)=[CH:19][CH:18]=1)[C:13]([O:15][CH3:16])=[O:14])(=[O:11])=[O:10].[C:32]([Si:36]([CH3:56])([CH3:55])[O:37][CH2:38]/[C:39](/[CH3:54])=[CH:40]\[Sn](CCCC)(CCCC)CCCC)([CH3:35])([CH3:34])[CH3:33].F[B-](F)(F)F.C([PH+](C(C)(C)C)C(C)(C)C)(C)(C)C, predict the reaction product. The product is: [Si:36]([O:37][CH2:38]/[C:39](/[CH3:54])=[CH:40]\[C:2]1[CH:7]=[C:6]([F:8])[CH:5]=[CH:4][C:3]=1[S:9]([N:12]([C:17]1[C:26]([C:27]([O:29][CH3:30])=[O:28])=[C:25]2[C:20]([CH:21]3[CH2:31][CH:22]3[CH2:23][O:24]2)=[CH:19][CH:18]=1)[C:13]([O:15][CH3:16])=[O:14])(=[O:11])=[O:10])([C:32]([CH3:33])([CH3:34])[CH3:35])([CH3:55])[CH3:56]. (3) Given the reactants Br[C:2]1[C:7]2[CH:8]=[CH:9][CH:10]=[CH:11][C:6]=2[C:5](=[O:12])[O:4][C:3]=1[C@H:13]([OH:33])[CH2:14][O:15][Si:16]([C:29]([CH3:32])([CH3:31])[CH3:30])([C:23]1[CH:28]=[CH:27][CH:26]=[CH:25][CH:24]=1)[C:17]1[CH:22]=[CH:21][CH:20]=[CH:19][CH:18]=1.[CH3:34][C:35]1[CH:36]=[C:37](B(O)O)[CH:38]=[CH:39][C:40]=1[CH3:41].N#N.C([O-])([O-])=O.[Na+].[Na+], predict the reaction product. The product is: [Si:16]([O:15][CH2:14][C@H:13]([C:3]1[O:4][C:5](=[O:12])[C:6]2[C:7]([C:2]=1[C:37]1[CH:38]=[CH:39][C:40]([CH3:41])=[C:35]([CH3:34])[CH:36]=1)=[CH:8][CH:9]=[CH:10][CH:11]=2)[OH:33])([C:29]([CH3:30])([CH3:31])[CH3:32])([C:17]1[CH:22]=[CH:21][CH:20]=[CH:19][CH:18]=1)[C:23]1[CH:28]=[CH:27][CH:26]=[CH:25][CH:24]=1. (4) Given the reactants [CH2:1]([O:8][C:9]([N:11]([CH2:32][C:33]([N:35]1[CH2:39][C@@H:38]([F:40])[CH2:37][C@H:36]1[C:41]#[N:42])=[O:34])[C:12]12[CH2:19][CH2:18][C:15]([C:20](ON3C4C=CC=CC=4N=N3)=[O:21])([CH2:16][CH2:17]1)[CH2:14][CH2:13]2)=[O:10])[C:2]1[CH:7]=[CH:6][CH:5]=[CH:4][CH:3]=1.[CH3:43][N:44]1[CH2:49][CH2:48][NH:47][CH2:46][CH2:45]1, predict the reaction product. The product is: [CH2:1]([O:8][C:9]([N:11]([CH2:32][C:33]([N:35]1[CH2:39][C@@H:38]([F:40])[CH2:37][C@H:36]1[C:41]#[N:42])=[O:34])[C:12]12[CH2:17][CH2:16][C:15]([C:20]([N:47]3[CH2:48][CH2:49][N:44]([CH3:43])[CH2:45][CH2:46]3)=[O:21])([CH2:14][CH2:13]1)[CH2:18][CH2:19]2)=[O:10])[C:2]1[CH:7]=[CH:6][CH:5]=[CH:4][CH:3]=1. (5) Given the reactants [CH3:1][N:2]([CH3:48])[CH2:3][C:4]([N:6]1[C:14]2[C:9](=[CH:10][C:11]([O:46][CH3:47])=[C:12]([NH:15][C:16]3[N:29]4[C:20](=[N:21][C:22]5[C:27]([C:28]4=[O:30])=[C:26]([F:31])[C:25]([F:32])=[CH:24][CH:23]=5)[C:19]4[CH:33]=[CH:34][N:35]([S:36]([C:39]5[CH:44]=[CH:43][C:42]([CH3:45])=[CH:41][CH:40]=5)(=[O:38])=[O:37])[C:18]=4[N:17]=3)[CH:13]=2)[CH2:8][CH2:7]1)=[O:5].[CH3:49][CH:50]([NH2:52])[CH3:51], predict the reaction product. The product is: [CH3:1][N:2]([CH3:48])[CH2:3][C:4]([N:6]1[C:14]2[C:9](=[CH:10][C:11]([O:46][CH3:47])=[C:12]([NH:15][C:16]3[N:29]=[C:20]([NH:21][C:22]4[C:27]([C:28]([NH:52][CH:50]([CH3:51])[CH3:49])=[O:30])=[C:26]([F:31])[C:25]([F:32])=[CH:24][CH:23]=4)[C:19]4[CH:33]=[CH:34][N:35]([S:36]([C:39]5[CH:40]=[CH:41][C:42]([CH3:45])=[CH:43][CH:44]=5)(=[O:38])=[O:37])[C:18]=4[N:17]=3)[CH:13]=2)[CH2:8][CH2:7]1)=[O:5]. (6) Given the reactants C1(P([C:24]2[CH:29]=CC=CC=2)CCCP(C2C=CC=CC=2)C2C=CC=CC=2)C=CC=CC=1.C(=O)([O-])[O-:31].[K+].[K+].[NH2:36][C:37]1[N:38]=[C:39]([C:54]2[CH:59]=[CH:58][CH:57]=[CH:56][CH:55]=2)[C:40]([C:44]2[CH:45]=[CH:46][C:47](=[O:53])[N:48]([CH:50]([CH3:52])[CH3:51])[N:49]=2)=[N:41][C:42]=1Br.O, predict the reaction product. The product is: [C:29]([C:42]1[N:41]=[C:40]([C:44]2[CH:45]=[CH:46][C:47](=[O:53])[N:48]([CH:50]([CH3:52])[CH3:51])[N:49]=2)[C:39]([C:54]2[CH:59]=[CH:58][CH:57]=[CH:56][CH:55]=2)=[N:38][C:37]=1[NH2:36])(=[O:31])[CH3:24]. (7) Given the reactants [C:1](Cl)(=[O:5])[CH2:2][CH2:3][CH3:4].[Br:7][C:8]1[C:16]([F:17])=[C:15]2[C:11]([C:12]([NH2:18])=[N:13][NH:14]2)=[C:10]([F:19])[C:9]=1[F:20], predict the reaction product. The product is: [Br:7][C:8]1[C:16]([F:17])=[C:15]2[C:11]([C:12]([NH:18][C:1](=[O:5])[CH2:2][CH2:3][CH3:4])=[N:13][NH:14]2)=[C:10]([F:19])[C:9]=1[F:20]. (8) Given the reactants [C:1](Cl)(=[O:8])[C:2]1[CH:7]=[CH:6][CH:5]=[CH:4][CH:3]=1.[C:10]1([CH:18]=[CH:17][CH:16]=[C:14]([OH:15])[C:12]=1[OH:13])[OH:11].C(Cl)Cl, predict the reaction product. The product is: [C:1]([O:11][C:10]1[CH:18]=[CH:17][CH:16]=[C:14]([O:15][C:1](=[O:8])[C:2]2[CH:7]=[CH:6][CH:5]=[CH:4][CH:3]=2)[C:12]=1[O:13][C:1](=[O:8])[C:2]1[CH:7]=[CH:6][CH:5]=[CH:4][CH:3]=1)(=[O:8])[C:2]1[CH:7]=[CH:6][CH:5]=[CH:4][CH:3]=1. (9) Given the reactants [Br:1][C:2]1[CH:7]=[CH:6][C:5]([CH:8]([C:19]2[CH:24]=[CH:23][CH:22]=[CH:21][CH:20]=2)[CH2:9][C:10]([C:12]2[CH:17]=[CH:16][N:15]=[C:14]([Cl:18])[CH:13]=2)=O)=[CH:4][CH:3]=1.Cl.[NH2:26][OH:27].C([O-])(O)=O.[Na+], predict the reaction product. The product is: [Br:1][C:2]1[CH:7]=[CH:6][C:5]([CH:8]([C:19]2[CH:24]=[CH:23][CH:22]=[CH:21][CH:20]=2)[CH2:9][C:10]([C:12]2[CH:17]=[CH:16][N:15]=[C:14]([Cl:18])[CH:13]=2)=[N:26][OH:27])=[CH:4][CH:3]=1. (10) Given the reactants [CH3:1][O:2][C:3]1[CH:20]=[C:19]([C:21]([O-:23])=[O:22])[CH:18]=[C:17]2[C:4]=1[C@H:5]1[C@H:14]([CH2:15][S:16]2(=[O:25])=[O:24])[C@:13]2([CH3:26])[C@H:8]([C:9]([CH3:28])([CH3:27])[CH2:10][CH2:11][CH2:12]2)[CH2:7][CH2:6]1.O[Li].O.[CH2:32]1COCC1, predict the reaction product. The product is: [CH3:1][O:2][C:3]1[CH:20]=[C:19]([C:21]([OH:23])=[O:22])[CH:18]=[C:17]2[C:4]=1[C@@:5]1([CH3:32])[C@H:14]([CH2:15][S:16]2(=[O:25])=[O:24])[C@:13]2([CH3:26])[C@H:8]([C:9]([CH3:28])([CH3:27])[CH2:10][CH2:11][CH2:12]2)[CH2:7][CH2:6]1.